Task: Predict the product of the given reaction.. Dataset: Forward reaction prediction with 1.9M reactions from USPTO patents (1976-2016) (1) Given the reactants [C:1]([O:5][C:6]([N:8]1[CH2:13][CH2:12][CH:11]([C:14]2[N:19]=[C:18]([C:20]([O:22]CC)=[O:21])[CH:17]=[CH:16][CH:15]=2)[CH2:10][CH2:9]1)=[O:7])([CH3:4])([CH3:3])[CH3:2].O.[OH-].[Li+], predict the reaction product. The product is: [C:1]([O:5][C:6]([N:8]1[CH2:9][CH2:10][CH:11]([C:14]2[N:19]=[C:18]([C:20]([OH:22])=[O:21])[CH:17]=[CH:16][CH:15]=2)[CH2:12][CH2:13]1)=[O:7])([CH3:4])([CH3:2])[CH3:3]. (2) Given the reactants Br[C:2]1[CH:3]=[CH:4][C:5]([Cl:14])=[C:6]([NH:8][NH:9][C:10]([O:12][CH3:13])=[O:11])[CH:7]=1.[F:15][C:16]([F:28])([F:27])[O:17][C:18]1[CH:19]=[C:20](B(O)O)[CH:21]=[CH:22][CH:23]=1.C(=O)([O-])[O-].[Cs+].[Cs+].C1(P(C2C=CC=CC=2)C2C=CC=CC=2)C=CC=CC=1, predict the reaction product. The product is: [Cl:14][C:5]1[CH:4]=[CH:3][C:2]([C:20]2[CH:21]=[CH:22][CH:23]=[C:18]([O:17][C:16]([F:15])([F:27])[F:28])[CH:19]=2)=[CH:7][C:6]=1[NH:8][NH:9][C:10]([O:12][CH3:13])=[O:11].